Dataset: Forward reaction prediction with 1.9M reactions from USPTO patents (1976-2016). Task: Predict the product of the given reaction. (1) The product is: [F:13][C:14]1[CH:21]=[CH:20][CH:19]=[C:18]([O:10][CH:8]([C:4]2[CH:5]=[CH:6][CH:7]=[C:2]([F:1])[CH:3]=2)[CH3:9])[C:15]=1[C:16]#[N:17]. Given the reactants [F:1][C:2]1[CH:3]=[C:4]([CH:8]([OH:10])[CH3:9])[CH:5]=[CH:6][CH:7]=1.[H-].[Na+].[F:13][C:14]1[CH:21]=[CH:20][CH:19]=[C:18](F)[C:15]=1[C:16]#[N:17], predict the reaction product. (2) Given the reactants [F:1][C:2]1[C:24]([N+:25]([O-])=O)=[CH:23][C:5]2[N:6]([S:13]([C:16]3[CH:21]=[CH:20][C:19]([F:22])=[CH:18][CH:17]=3)(=[O:15])=[O:14])[CH2:7][CH:8]([CH2:10][O:11][CH3:12])[O:9][C:4]=2[CH:3]=1, predict the reaction product. The product is: [F:1][C:2]1[C:24]([NH2:25])=[CH:23][C:5]2[N:6]([S:13]([C:16]3[CH:17]=[CH:18][C:19]([F:22])=[CH:20][CH:21]=3)(=[O:15])=[O:14])[CH2:7][CH:8]([CH2:10][O:11][CH3:12])[O:9][C:4]=2[CH:3]=1. (3) Given the reactants [Cl:1][C:2]1[CH:22]=[CH:21][CH:20]=[C:19]([CH:23]2[CH2:25][CH2:24]2)[C:3]=1[C:4]([N:6]1[C:14]2[C:9](=[CH:10][CH:11]=[C:12]([C:15]([OH:17])=O)[CH:13]=2)[C:8]([I:18])=[N:7]1)=[O:5].Cl.[CH3:27][O:28][CH:29]1[CH2:32][NH:31][CH2:30]1.CN(C(ON1N=NC2C=CC=NC1=2)=[N+](C)C)C.F[P-](F)(F)(F)(F)F.CCN(C(C)C)C(C)C, predict the reaction product. The product is: [Cl:1][C:2]1[CH:22]=[CH:21][CH:20]=[C:19]([CH:23]2[CH2:25][CH2:24]2)[C:3]=1[C:4]([N:6]1[C:14]2[C:9](=[CH:10][CH:11]=[C:12]([C:15]([N:31]3[CH2:32][CH:29]([O:28][CH3:27])[CH2:30]3)=[O:17])[CH:13]=2)[C:8]([I:18])=[N:7]1)=[O:5]. (4) Given the reactants [F:1][C:2]1[C:9]([OH:10])=[C:8]([F:11])[CH:7]=[CH:6][C:3]=1[CH:4]=[O:5].[C:12]1(B(O)O)[CH:17]=[CH:16][CH:15]=[CH:14][CH:13]=1.N1C=CC=CC=1.[N+]1([O-])C=CC=CC=1, predict the reaction product. The product is: [F:1][C:2]1[C:9]([O:10][C:12]2[CH:17]=[CH:16][CH:15]=[CH:14][CH:13]=2)=[C:8]([F:11])[CH:7]=[CH:6][C:3]=1[CH:4]=[O:5]. (5) Given the reactants Cl[C:2]1[N:7]=[C:6]([CH2:8][N:9]2[C:17](=[O:18])[C:16]3[C:11](=[CH:12][CH:13]=[CH:14][CH:15]=3)[C:10]2=[O:19])[CH:5]=[C:4]([C:20]2[CH:25]=[CH:24][C:23]([C:26]([F:29])([F:28])[F:27])=[CH:22][CH:21]=2)[N:3]=1.[N:30]1[CH:35]=[CH:34][CH:33]=[C:32](B(O)O)[CH:31]=1.[O-]P([O-])([O-])=O.[K+].[K+].[K+], predict the reaction product. The product is: [N:30]1[CH:35]=[CH:34][CH:33]=[C:32]([C:2]2[N:7]=[C:6]([CH2:8][N:9]3[C:17](=[O:18])[C:16]4[C:11](=[CH:12][CH:13]=[CH:14][CH:15]=4)[C:10]3=[O:19])[CH:5]=[C:4]([C:20]3[CH:25]=[CH:24][C:23]([C:26]([F:29])([F:28])[F:27])=[CH:22][CH:21]=3)[N:3]=2)[CH:31]=1. (6) Given the reactants [CH2:1]([O:8][C:9]1[CH:18]=[C:17]2[C:12]([C:13](=O)[CH2:14][CH2:15][O:16]2)=[CH:11][CH:10]=1)[C:2]1[CH:7]=[CH:6][CH:5]=[CH:4][CH:3]=1.[CH3:20][Mg]Br.[NH4+].[Cl-].Cl, predict the reaction product. The product is: [CH2:1]([O:8][C:9]1[CH:18]=[C:17]2[C:12]([C:13]([CH3:20])=[CH:14][CH2:15][O:16]2)=[CH:11][CH:10]=1)[C:2]1[CH:7]=[CH:6][CH:5]=[CH:4][CH:3]=1.